This data is from Full USPTO retrosynthesis dataset with 1.9M reactions from patents (1976-2016). The task is: Predict the reactants needed to synthesize the given product. Given the product [CH3:30][C:9]1[C:10]([C:23]([OH:25])=[O:24])=[CH:11][C:12]2[N:13]([CH3:22])[C:14]([CH2:17][C:18]([OH:21])([CH3:19])[CH3:20])=[N:15][C:16]=2[C:8]=1[C:5]1[CH:4]=[CH:3][C:2]([F:1])=[CH:7][CH:6]=1, predict the reactants needed to synthesize it. The reactants are: [F:1][C:2]1[CH:7]=[CH:6][C:5]([C:8]2[C:16]3[N:15]=[C:14]([CH2:17][C:18]([OH:21])([CH3:20])[CH3:19])[N:13]([CH3:22])[C:12]=3[CH:11]=[C:10]([C:23]([O:25]C)=[O:24])[CH:9]=2)=[CH:4][CH:3]=1.[OH-].[Na+].Cl.[CH3:30]O.